Dataset: Forward reaction prediction with 1.9M reactions from USPTO patents (1976-2016). Task: Predict the product of the given reaction. (1) Given the reactants [CH3:1][N:2]1[C:10]2[C:5](=[CH:6][C:7]([CH3:11])=[CH:8][CH:9]=2)[C:4](/[CH:12]=[CH:13]/[C:14]([O:16]CC=C)=[O:15])=[C:3]1[C:20]1[CH:25]=[CH:24][C:23]([C:26]([O:28][CH3:29])=[O:27])=[CH:22][CH:21]=1.N1CCOCC1, predict the reaction product. The product is: [CH3:1][N:2]1[C:10]2[C:5](=[CH:6][C:7]([CH3:11])=[CH:8][CH:9]=2)[C:4](/[CH:12]=[CH:13]/[C:14]([OH:16])=[O:15])=[C:3]1[C:20]1[CH:21]=[CH:22][C:23]([C:26]([O:28][CH3:29])=[O:27])=[CH:24][CH:25]=1. (2) Given the reactants [F:1][C:2]1[CH:7]=[CH:6][C:5](/[C:8](/[C:25]2[CH:30]=[CH:29][C:28](I)=[CH:27][CH:26]=2)=[CH:9]/[CH2:10][O:11][C:12]2[CH:23]=[CH:22][C:15]([O:16][CH2:17][C:18]([O:20][CH3:21])=[O:19])=[C:14]([CH3:24])[CH:13]=2)=[CH:4][CH:3]=1.[CH3:32][N:33]([CH2:35][C:36]#[CH:37])[CH3:34], predict the reaction product. The product is: [CH3:32][N:33]([CH3:34])[CH2:35][C:36]#[C:37][C:28]1[CH:29]=[CH:30][C:25](/[C:8](/[C:5]2[CH:6]=[CH:7][C:2]([F:1])=[CH:3][CH:4]=2)=[CH:9]\[CH2:10][O:11][C:12]2[CH:23]=[CH:22][C:15]([O:16][CH2:17][C:18]([O:20][CH3:21])=[O:19])=[C:14]([CH3:24])[CH:13]=2)=[CH:26][CH:27]=1. (3) Given the reactants [OH:1][C@@H:2]([C@H:4]1[C:25](=[O:26])[N:6]2[C@@H:7]([C:12]([O:14][CH2:15][C:16]3[CH:21]=[CH:20][C:19]([N+:22]([O-:24])=[O:23])=[CH:18][CH:17]=3)=[O:13])[C:8](=O)[C@H:9]([CH3:10])[C@H:5]12)[CH3:3].[N+:27]([C:30]1[CH:66]=[CH:65][C:33]([CH2:34][O:35][C:36]([N:38]2[CH2:42][CH2:41][C@H:40]([S:43][C:44]3[N:45]=[CH:46][N:47]4[CH:51]=[C:50]([Sn](CCCC)(CCCC)CCCC)[S:49][C:48]=34)[CH2:39]2)=[O:37])=[CH:32][CH:31]=1)([O-:29])=[O:28], predict the reaction product. The product is: [OH:1][C@@H:2]([C@H:4]1[C:25](=[O:26])[N:6]2[C:7]([C:12]([O:14][CH2:15][C:16]3[CH:17]=[CH:18][C:19]([N+:22]([O-:24])=[O:23])=[CH:20][CH:21]=3)=[O:13])=[C:8]([C:50]3[S:49][C:48]4=[C:44]([S:43][C@H:40]5[CH2:41][CH2:42][N:38]([C:36]([O:35][CH2:34][C:33]6[CH:65]=[CH:66][C:30]([N+:27]([O-:29])=[O:28])=[CH:31][CH:32]=6)=[O:37])[CH2:39]5)[N:45]=[CH:46][N:47]4[CH:51]=3)[C@H:9]([CH3:10])[C@H:5]12)[CH3:3]. (4) Given the reactants [CH:1]1[CH:2]=[CH:3][C:4]2[C:5](=[CH:7][C:8]([C:27]([OH:29])=[O:28])=[C:9]([OH:26])[C:10]=2[CH2:11][C:12]2[C:21]([OH:22])=[C:20]([C:23]([OH:25])=[O:24])[CH:19]=[C:18]3[C:13]=2[CH:14]=[CH:15][CH:16]=[CH:17]3)[CH:6]=1.[CH3:30][N:31]([CH2:33][CH2:34][CH2:35][N:36]1[C:46]2[CH:47]=[CH:48][CH:49]=[CH:50][C:45]=2[CH2:44][CH2:43][C:42]2[CH:41]=[CH:40][CH:39]=[CH:38][C:37]1=2)[CH3:32], predict the reaction product. The product is: [CH3:30][N:31]([CH2:33][CH2:34][CH2:35][N:36]1[C:37]2[CH:38]=[CH:39][CH:40]=[CH:41][C:42]=2[CH2:43][CH2:44][C:45]2[CH:50]=[CH:49][CH:48]=[CH:47][C:46]1=2)[CH3:32].[CH:1]1[CH:2]=[CH:3][C:4]2[C:5](=[CH:7][C:8]([C:27]([OH:29])=[O:28])=[C:9]([OH:26])[C:10]=2[CH2:11][C:12]2[C:21]([OH:22])=[C:20]([C:23]([OH:25])=[O:24])[CH:19]=[C:18]3[C:13]=2[CH:14]=[CH:15][CH:16]=[CH:17]3)[CH:6]=1.